From a dataset of Cav3 T-type calcium channel HTS with 100,875 compounds. Binary Classification. Given a drug SMILES string, predict its activity (active/inactive) in a high-throughput screening assay against a specified biological target. (1) The compound is O1CCN(CCN(C(=O)NC2CCCCC2)Cc2cc3c([nH]c2=O)cc2OCCOc2c3)CC1. The result is 0 (inactive). (2) The result is 0 (inactive). The compound is s1c(c2[nH]c3c(n2)ccc(NC(=O)c2occc2)c3)ccc1. (3) The drug is O=C(Nc1ccccc1)c1c(n2nc(c(c2nc1)C#N)C)C. The result is 0 (inactive). (4) The molecule is S(c1nc2c(cc1)cccc2)CC(=O)Nc1nc(sn1)c1ccc(cc1)C. The result is 0 (inactive). (5) The result is 0 (inactive). The compound is S(c1nc2CC(CC(=O)c2c(c1C#N)CC)(C)C)CCC(=O)Nc1cc(OC)ccc1.